The task is: Predict the product of the given reaction.. This data is from Forward reaction prediction with 1.9M reactions from USPTO patents (1976-2016). (1) Given the reactants Br[CH2:2][CH2:3][CH2:4][CH2:5][CH2:6][CH2:7][OH:8].[Br:9][C:10]1[CH:15]=[CH:14][C:13]([C:16]2[CH:21]=[CH:20][C:19]([OH:22])=[CH:18][CH:17]=2)=[CH:12][CH:11]=1.C(=O)([O-])[O-].[K+].[K+], predict the reaction product. The product is: [Br:9][C:10]1[CH:11]=[CH:12][C:13]([C:16]2[CH:21]=[CH:20][C:19]([O:22][CH2:2][CH2:3][CH2:4][CH2:5][CH2:6][CH2:7][OH:8])=[CH:18][CH:17]=2)=[CH:14][CH:15]=1. (2) Given the reactants C(OC([NH:11][C@H:12]1[CH2:16][CH2:15][N:14]([C@H:17]2[CH2:22][CH2:21][C@H:20]([NH:23][C:24]([CH3:27])([CH3:26])[CH3:25])[CH2:19][C@H:18]2[C:28]([O:30][CH3:31])=[O:29])[C:13]1=[O:32])=O)C1C=CC=CC=1, predict the reaction product. The product is: [NH2:11][C@H:12]1[CH2:16][CH2:15][N:14]([C@H:17]2[CH2:22][CH2:21][C@H:20]([NH:23][C:24]([CH3:27])([CH3:26])[CH3:25])[CH2:19][C@H:18]2[C:28]([O:30][CH3:31])=[O:29])[C:13]1=[O:32]. (3) Given the reactants Cl[C:2]1[C:7]([C:8]([O:10][CH2:11][CH3:12])=[O:9])=[CH:6][N:5]=[C:4]([S:13][CH3:14])[N:3]=1.C([N:17](CC)CC)C.N, predict the reaction product. The product is: [NH2:17][C:2]1[C:7]([C:8]([O:10][CH2:11][CH3:12])=[O:9])=[CH:6][N:5]=[C:4]([S:13][CH3:14])[N:3]=1. (4) Given the reactants [Cl:1][C:2]1[CH:7]=[CH:6][CH:5]=[CH:4][C:3]=1[CH3:8].C(O[O:14][C:15]([CH3:18])(C)C)(C)(C)C.[C]=O.[CH2:21]([OH:23])C, predict the reaction product. The product is: [Cl:1][C:2]1[CH:7]=[CH:6][CH:5]=[CH:4][C:3]=1[CH2:8][C:21]([O:14][CH2:15][CH3:18])=[O:23].